From a dataset of Forward reaction prediction with 1.9M reactions from USPTO patents (1976-2016). Predict the product of the given reaction. (1) Given the reactants [H-].[Na+].[C:3]1([CH2:9][NH:10][C:11]([CH:13]([C:19]([O:21]CC)=O)[C:14]([O:16]CC)=O)=[O:12])[CH:8]=[CH:7][CH:6]=[CH:5][CH:4]=1.[CH:24]1([N:30]=[C:31]=[O:32])[CH2:29][CH2:28][CH2:27][CH2:26][CH2:25]1.[NH2:33][CH2:34][C:35]([OH:37])=[O:36].Cl, predict the reaction product. The product is: [CH:24]1([N:30]2[C:19]([OH:21])=[C:13]([C:14]([NH:33][CH2:34][C:35]([OH:37])=[O:36])=[O:16])[C:11](=[O:12])[N:10]([CH2:9][C:3]3[CH:4]=[CH:5][CH:6]=[CH:7][CH:8]=3)[C:31]2=[O:32])[CH2:29][CH2:28][CH2:27][CH2:26][CH2:25]1. (2) Given the reactants CC1(C)CCCC(C)(C)N1.[Li]CCCC.[B:16](OC(C)C)([O:21]C(C)C)[O:17]C(C)C.[CH:29]1([C:33]2[CH:38]=[CH:37][CH:36]=[C:35]([F:39])[C:34]=2[O:40][CH3:41])[CH2:32][CH2:31][CH2:30]1.[NH4+].[Cl-], predict the reaction product. The product is: [CH:29]1([C:33]2[CH:38]=[CH:37][C:36]([B:16]([OH:21])[OH:17])=[C:35]([F:39])[C:34]=2[O:40][CH3:41])[CH2:30][CH2:31][CH2:32]1. (3) Given the reactants CC(OI1(OC(C)=O)(OC(C)=O)OC(=O)C2C=CC=CC1=2)=O.[C:23]([C:27]1[S:28][CH:29]=[C:30]([C:32]([N:34]2[CH2:39][C:38]3([CH2:44][CH2:43][N:42]([CH2:45][C:46]4[S:47][CH:48]=[C:49]([CH2:51][CH2:52][OH:53])[CH:50]=4)[CH2:41][CH2:40]3)[O:37][CH2:36][CH2:35]2)=[O:33])[N:31]=1)([CH3:26])([CH3:25])[CH3:24].C(O)(C(F)(F)F)=O.S([O-])([O-])(=O)=S.[Na+].[Na+].C(=O)(O)[O-].[Na+], predict the reaction product. The product is: [C:23]([C:27]1[S:28][CH:29]=[C:30]([C:32]([N:34]2[CH2:39][C:38]3([CH2:40][CH2:41][N:42]([CH2:45][C:46]4[S:47][CH:48]=[C:49]([CH2:51][CH:52]=[O:53])[CH:50]=4)[CH2:43][CH2:44]3)[O:37][CH2:36][CH2:35]2)=[O:33])[N:31]=1)([CH3:26])([CH3:24])[CH3:25].